Dataset: Reaction yield outcomes from USPTO patents with 853,638 reactions. Task: Predict the reaction yield, written as a fraction of the theoretical maximum amount of product (1.0 means a 100% yield; for example, 0.34 means a 34% yield). (1) The reactants are [CH3:1][N:2]1[C:7](=O)[CH2:6][N:5]2[CH:9]=[C:10]([C:12]3[CH:17]=[CH:16][CH:15]=[CH:14][CH:13]=3)[CH:11]=[C:4]2[CH2:3]1.[Cl-].[NH4+]. The catalyst is O1CCCC1. The product is [CH3:1][N:2]1[CH2:7][CH2:6][N:5]2[CH:9]=[C:10]([C:12]3[CH:13]=[CH:14][CH:15]=[CH:16][CH:17]=3)[CH:11]=[C:4]2[CH2:3]1. The yield is 0.640. (2) The yield is 0.917. The catalyst is C(Cl)Cl. The product is [Cl:1][C:2]1[CH:9]=[C:8]([N:10]2[CH:14]([CH:15]3[CH2:19][CH2:18][CH2:17][CH2:16]3)[CH:13]3[C:12]([C:54]4[CH:53]=[CH:52][C:51]([C:69]([N:22]5[CH2:23][CH2:24][CH:25]([NH:28][S:29]([CH3:32])(=[O:30])=[O:31])[CH2:26][CH2:27]5)=[O:70])=[N:56][C:55]=4[CH2:39][CH2:41]3)=[N:11]2)[CH:7]=[CH:6][C:3]=1[C:4]#[N:5]. The reactants are [Cl:1][C:2]1[CH:9]=[C:8]([N:10]2[CH:14]([CH:15]3[CH2:19][CH2:18][CH2:17][CH2:16]3)[CH2:13][C:12](Cl)=[N:11]2)[CH:7]=[CH:6][C:3]=1[C:4]#[N:5].Cl.[NH:22]1[CH2:27][CH2:26][CH:25]([NH:28][S:29]([CH3:32])(=[O:31])=[O:30])[CH2:24][CH2:23]1.CCN([CH:39]([CH3:41])C)C(C)C.CN(C(ON1N=N[C:52]2[CH:53]=[CH:54][CH:55]=[N:56][C:51]1=2)=[N+](C)C)C.F[P-](F)(F)(F)(F)F.CN([CH:69]=[O:70])C.